From a dataset of Reaction yield outcomes from USPTO patents with 853,638 reactions. Predict the reaction yield, written as a fraction of the theoretical maximum amount of product (1.0 means a 100% yield; for example, 0.34 means a 34% yield). (1) The reactants are Cl.[NH2:2][CH2:3][C:4]1[CH:9]=[CH:8][C:7]([C:10]([N:12]2[CH2:21][CH2:20][C:19]3[N:18]=[C:17]([CH3:22])[O:16][C:15]=3[C:14]3[CH:23]=[CH:24][CH:25]=[CH:26][C:13]2=3)=[O:11])=[CH:6][C:5]=1[CH3:27].C(N(CC)CC)C.[CH3:35][C:36]([CH3:49])([CH3:48])[CH2:37][CH2:38][N:39]1[CH2:44][CH2:43][CH:42]([C:45](O)=[O:46])[CH2:41][CH2:40]1.C1CN([P+](Br)(N2CCCC2)N2CCCC2)CC1.F[P-](F)(F)(F)(F)F. The catalyst is ClCCl.CN(C1C=CN=CC=1)C.CCOC(C)=O. The product is [CH3:27][C:5]1[CH:6]=[C:7]([C:10]([N:12]2[CH2:21][CH2:20][C:19]3[N:18]=[C:17]([CH3:22])[O:16][C:15]=3[C:14]3[CH:23]=[CH:24][CH:25]=[CH:26][C:13]2=3)=[O:11])[CH:8]=[CH:9][C:4]=1[CH2:3][NH:2][C:45]([CH:42]1[CH2:43][CH2:44][N:39]([CH2:38][CH2:37][C:36]([CH3:49])([CH3:48])[CH3:35])[CH2:40][CH2:41]1)=[O:46]. The yield is 0.690. (2) No catalyst specified. The product is [CH2:17]([N:21]1[CH2:25][CH2:24][N:23]([C:26]2[S:27][C:28]([C:32]([NH:6][CH2:16][C:14]3[CH:13]=[N:12][N:11]([CH3:10])[CH:15]=3)=[O:33])=[C:29]([CH3:31])[N:30]=2)[C:22]1=[O:35])[CH:18]([CH3:20])[CH3:19]. The reactants are FC1C=C(CN)C=[N:6]C=1.[CH3:10][N:11]1[CH:15]=[C:14]([CH3:16])[CH:13]=[N:12]1.[CH2:17]([N:21]1[CH2:25][CH2:24][N:23]([C:26]2[S:27][C:28]([C:32](O)=[O:33])=[C:29]([CH3:31])[N:30]=2)[C:22]1=[O:35])[CH:18]([CH3:20])[CH3:19]. The yield is 0.580.